This data is from Catalyst prediction with 721,799 reactions and 888 catalyst types from USPTO. The task is: Predict which catalyst facilitates the given reaction. (1) Reactant: [NH2:1][C:2]1[CH:10]=[CH:9][C:8]([I:11])=[CH:7][C:3]=1[C:4](O)=[O:5].F[P-](F)(F)(F)(F)F.N1(OC(N(C)C)=[N+](C)C)[C:23]2[N:24]=[CH:25]C=CC=2N=N1.C(N(CC)CC)C.CNC. Product: [NH2:1][C:2]1[CH:10]=[CH:9][C:8]([I:11])=[CH:7][C:3]=1[C:4]([N:24]([CH3:25])[CH3:23])=[O:5]. The catalyst class is: 4. (2) Product: [Cl:1][C:2]1[N:7]=[C:6]([S:8][CH2:9][C:10]2[CH:15]=[CH:14][CH:13]=[CH:12][CH:11]=2)[N:5]=[C:4]([NH2:16])[C:3]=1[NH2:17]. The catalyst class is: 314. Reactant: [Cl:1][C:2]1[N:7]=[C:6]([S:8][CH2:9][C:10]2[CH:15]=[CH:14][CH:13]=[CH:12][CH:11]=2)[N:5]=[C:4]([NH2:16])[C:3]=1[N+:17]([O-])=O.[NH4+].[Cl-]. (3) Product: [Cl:11][C:12]1[C:17]([C:18]([NH:10][C:8]2[CH:9]=[C:4]3[CH:3]=[N:2][NH:1][C:5]3=[N:6][CH:7]=2)=[O:19])=[C:16]([F:21])[C:15]([NH:22][S:23]([CH2:26][CH2:27][CH3:28])(=[O:25])=[O:24])=[CH:14][CH:13]=1. Reactant: [NH:1]1[C:5]2=[N:6][CH:7]=[C:8]([NH2:10])[CH:9]=[C:4]2[CH:3]=[N:2]1.[Cl:11][C:12]1[C:17]([C:18](O)=[O:19])=[C:16]([F:21])[C:15]([NH:22][S:23]([CH2:26][CH2:27][CH3:28])(=[O:25])=[O:24])=[CH:14][CH:13]=1.CCN=C=NCCCN(C)C.C1C=CC2N(O)N=NC=2C=1. The catalyst class is: 3. (4) Reactant: [CH2:1]([O:3][C:4]1[CH:5]=[C:6]2[N:12]([C:13]3[CH:18]=[CH:17][CH:16]=[CH:15][CH:14]=3)[CH:11]=[CH:10][C:7]2=[N:8][CH:9]=1)[CH3:2].ClN1C(=[O:25])CCC1=O.P(=O)(O)(O)O. Product: [CH2:1]([O:3][C:4]1[CH:5]=[C:6]2[N:12]([C:13]3[CH:18]=[CH:17][CH:16]=[CH:15][CH:14]=3)[C:11](=[O:25])[CH2:10][C:7]2=[N:8][CH:9]=1)[CH3:2]. The catalyst class is: 34. (5) Reactant: [CH3:1][C:2]1[CH:7]=[CH:6][CH:5]=[CH:4][C:3]=1[OH:8].C([O-])([O-])=O.[K+].[K+].[F:15][C:16]([F:26])([F:25])[C:17]1[CH:24]=[CH:23][C:20]([CH2:21]Br)=[CH:19][CH:18]=1.O. Product: [CH3:1][C:2]1[CH:7]=[CH:6][CH:5]=[CH:4][C:3]=1[O:8][CH2:21][C:20]1[CH:19]=[CH:18][C:17]([C:16]([F:15])([F:25])[F:26])=[CH:24][CH:23]=1. The catalyst class is: 3. (6) Reactant: S(O[CH2:12][C@H:13]1[O:18][CH2:17][CH2:16][N:15]([C:19]([O:21][C:22]([CH3:25])([CH3:24])[CH3:23])=[O:20])[CH2:14]1)(C1C=CC(C)=CC=1)(=O)=O.[N-:26]=[N+:27]=[N-:28].[Na+]. Product: [N:26]([CH2:12][C@H:13]1[O:18][CH2:17][CH2:16][N:15]([C:19]([O:21][C:22]([CH3:25])([CH3:24])[CH3:23])=[O:20])[CH2:14]1)=[N+:27]=[N-:28]. The catalyst class is: 9.